From a dataset of Full USPTO retrosynthesis dataset with 1.9M reactions from patents (1976-2016). Predict the reactants needed to synthesize the given product. (1) Given the product [N:4]1[CH:1]=[CH:3][CH:9]=[CH:7][C:5]=1[CH2:6][C:22]([O:24][C:25]([CH3:28])([CH3:27])[CH3:26])=[O:23], predict the reactants needed to synthesize it. The reactants are: [CH:1]([NH:4][CH:5]([CH3:7])[CH3:6])([CH3:3])C.[Li][CH2:9]CCC.C(OCC(F)(F)F)(=O)C.[C:22](O[C:22]([O:24][C:25]([CH3:28])([CH3:27])[CH3:26])=[O:23])([O:24][C:25]([CH3:28])([CH3:27])[CH3:26])=[O:23]. (2) Given the product [Br-:26].[OH:11][C:7]1[CH:6]=[C:5]([C@@H:3]([N+:2]([CH3:20])([CH3:1])[C@H:12]([C:14]2[CH:19]=[CH:18][CH:17]=[CH:16][CH:15]=2)[CH3:13])[CH3:4])[CH:10]=[CH:9][CH:8]=1, predict the reactants needed to synthesize it. The reactants are: [CH3:1][N:2]([C@H:12]([C:14]1[CH:19]=[CH:18][CH:17]=[CH:16][CH:15]=1)[CH3:13])[C@H:3]([C:5]1[CH:6]=[C:7]([OH:11])[CH:8]=[CH:9][CH:10]=1)[CH3:4].[CH3:20]N(C)C=O.C[Br:26]. (3) The reactants are: [Cl:1][C:2]1[C:11]2[C:6](=[CH:7][CH:8]=[CH:9][C:10]=2[O:12][CH:13]2[CH2:18][CH2:17][N:16]([CH3:19])[CH2:15][CH2:14]2)[N:5]=[CH:4][N:3]=1.[NH2:20][C:21]1[CH:22]=[C:23]2[C:27](=[CH:28][CH:29]=1)[N:26]([S:30]([C:33]1[CH:38]=[CH:37][CH:36]=[CH:35][CH:34]=1)(=[O:32])=[O:31])[CH:25]=[CH:24]2. Given the product [ClH:1].[C:33]1([S:30]([N:26]2[C:27]3[C:23](=[CH:22][C:21]([NH:20][C:2]4[C:11]5[C:6](=[CH:7][CH:8]=[CH:9][C:10]=5[O:12][CH:13]5[CH2:18][CH2:17][N:16]([CH3:19])[CH2:15][CH2:14]5)[N:5]=[CH:4][N:3]=4)=[CH:29][CH:28]=3)[CH:24]=[CH:25]2)(=[O:31])=[O:32])[CH:34]=[CH:35][CH:36]=[CH:37][CH:38]=1, predict the reactants needed to synthesize it. (4) The reactants are: C(NC(C)C)(C)C.C([Mg]Cl)CCC.[C:14]([O:18][C:19]([NH:21][C@@H:22]([CH2:27][C:28]1[CH:33]=[CH:32][CH:31]=[CH:30][CH:29]=1)[C:23]([O:25]C)=O)=[O:20])([CH3:17])([CH3:16])[CH3:15].[Cl:34][CH2:35][Cl:36].Cl. Given the product [CH2:27]([C@H:22]([NH:21][C:19](=[O:20])[O:18][C:14]([CH3:15])([CH3:16])[CH3:17])[C:23](=[O:25])[CH:35]([Cl:36])[Cl:34])[C:28]1[CH:33]=[CH:32][CH:31]=[CH:30][CH:29]=1, predict the reactants needed to synthesize it. (5) Given the product [Br:9][C:10]1[C:11]([CH:22]=[O:23])=[C:12]([F:18])[C:13]([O:16][CH3:17])=[CH:14][CH:15]=1, predict the reactants needed to synthesize it. The reactants are: [Li+].CC([N-]C(C)C)C.[Br:9][C:10]1[CH:15]=[CH:14][C:13]([O:16][CH3:17])=[C:12]([F:18])[CH:11]=1.CN([CH:22]=[O:23])C.O. (6) Given the product [C:14]([CH2:13][C:10]1[S:11][CH:12]=[C:8]([C:4]2[S:3][C:2]([NH:1][C:26]([NH:25][CH2:28][CH2:29][C:30]([O:32][CH2:33][CH3:34])=[O:31])=[O:27])=[N:6][C:5]=2[CH3:7])[N:9]=1)#[N:15], predict the reactants needed to synthesize it. The reactants are: [NH2:1][C:2]1[S:3][C:4]([C:8]2[N:9]=[C:10]([CH2:13][C:14]#[N:15])[S:11][CH:12]=2)=[C:5]([CH3:7])[N:6]=1.C(N(CC)C(C)C)(C)C.[N:25]([CH2:28][CH2:29][C:30]([O:32][CH2:33][CH3:34])=[O:31])=[C:26]=[O:27]. (7) Given the product [CH3:22][C:20]([CH3:21])=[CH:19][CH2:18][CH2:17]/[C:14](/[CH3:16])=[CH:13]/[CH2:12][CH2:10]/[C:9](/[CH3:11])=[CH:8]/[CH2:7][CH2:6]/[C:4](/[CH3:5])=[CH:3]/[CH:2]=[CH:12]/[CH:13]=[C:14](/[CH:17]=[CH:18]/[CH:19]=[C:20](/[CH2:22][CH2:2]/[CH:3]=[C:4](/[CH2:6][CH2:7][CH:8]=[C:9]([CH3:11])[CH3:10])\[CH3:5])\[CH3:21])\[CH3:16], predict the reactants needed to synthesize it. The reactants are: [PH4+].[CH2:2]([CH:12]=[CH:13][C:14]([CH2:17][CH2:18][CH:19]=[C:20]([CH3:22])[CH3:21])([CH3:16])O)/[CH:3]=[C:4](/[CH2:6][CH2:7][CH:8]=[C:9]([CH3:11])[CH3:10])\[CH3:5].